Task: Predict the reactants needed to synthesize the given product.. Dataset: Full USPTO retrosynthesis dataset with 1.9M reactions from patents (1976-2016) (1) Given the product [CH2:13]([O:10][CH2:9][CH2:8][C:4]1[CH:5]=[CH:6][CH:7]=[C:2]([I:1])[CH:3]=1)[C:14]1[CH:19]=[CH:18][CH:17]=[CH:16][CH:15]=1, predict the reactants needed to synthesize it. The reactants are: [I:1][C:2]1[CH:3]=[C:4]([CH2:8][CH2:9][OH:10])[CH:5]=[CH:6][CH:7]=1.[H-].[Na+].[CH2:13](Br)[C:14]1[CH:19]=[CH:18][CH:17]=[CH:16][CH:15]=1. (2) Given the product [F:24][C:2]1([F:1])[CH2:6][CH2:5][C@@H:4]([C@@:7]([OH:23])([C:17]2[CH:18]=[CH:19][CH:20]=[CH:21][CH:22]=2)[C:8]([O:10][CH:11]2[CH2:12][CH2:13][N:14]([CH3:27])[CH2:15][CH2:16]2)=[O:9])[CH2:3]1, predict the reactants needed to synthesize it. The reactants are: [F:1][C:2]1([F:24])[CH2:6][CH2:5][C@@H:4]([C@@:7]([OH:23])([C:17]2[CH:22]=[CH:21][CH:20]=[CH:19][CH:18]=2)[C:8]([O:10][CH:11]2[CH2:16][CH2:15][NH:14][CH2:13][CH2:12]2)=[O:9])[CH2:3]1.C=O.[C:27]([BH3-])#N.[Na+].